This data is from Full USPTO retrosynthesis dataset with 1.9M reactions from patents (1976-2016). The task is: Predict the reactants needed to synthesize the given product. (1) Given the product [Br:1][C:2]1[CH:3]=[CH:4][C:5]([Cl:19])=[C:6]([CH2:8][C:10]2[CH:15]=[CH:14][C:13]([O:16][CH2:17][CH3:18])=[CH:12][CH:11]=2)[CH:7]=1, predict the reactants needed to synthesize it. The reactants are: [Br:1][C:2]1[CH:3]=[CH:4][C:5]([Cl:19])=[C:6]([C:8]([C:10]2[CH:15]=[CH:14][C:13]([O:16][CH2:17][CH3:18])=[CH:12][CH:11]=2)=O)[CH:7]=1.C([SiH](CC)CC)C.FC(F)(F)S(O)(=O)=O. (2) The reactants are: Br[C:2]1[CH:7]=[CH:6][C:5]([C:8]2[S:9][C:10]([CH3:28])=[C:11]([CH2:13][CH2:14][O:15][C:16]3[CH:21]=[CH:20][C:19]([CH2:22][CH2:23][C:24]([OH:26])=[O:25])=[C:18]([CH3:27])[CH:17]=3)[N:12]=2)=[CH:4][CH:3]=1.C([Sn](CCCC)(CCCC)[C:34]1[CH:39]=[CH:38][CH:37]=[CH:36][N:35]=1)CCC.[C:48]1(C)C=CC=CC=1. Given the product [CH3:48][O:26][C:24](=[O:25])[CH2:23][CH2:22][C:19]1[CH:20]=[CH:21][C:16]([O:15][CH2:14][CH2:13][C:11]2[N:12]=[C:8]([C:5]3[CH:6]=[CH:7][C:2]([C:34]4[CH:39]=[CH:38][CH:37]=[CH:36][N:35]=4)=[CH:3][CH:4]=3)[S:9][C:10]=2[CH3:28])=[CH:17][C:18]=1[CH3:27], predict the reactants needed to synthesize it. (3) Given the product [OH:17][C:12]([CH3:13])([CH3:11])[CH2:27][C:24]1[CH:23]=[CH:22][C:21]([C@@H:19]([N:15]2[CH2:14][CH2:13][C@:12]([CH2:11][CH2:10][CH2:9][OH:8])([C:21]3[CH:26]=[CH:25][CH:24]=[CH:23][CH:22]=3)[O:17][C:16]2=[O:18])[CH3:20])=[CH:26][CH:25]=1, predict the reactants needed to synthesize it. The reactants are: COC1C=CC(C[O:8][CH2:9][CH2:10][CH2:11][C@@:12]2(C3C=CC=CC=3)[O:17][C:16](=[O:18])[N:15]([C@H:19]([C:21]3[CH:26]=[CH:25][C:24]([CH2:27]C(OC)=O)=[CH:23][CH:22]=3)[CH3:20])[CH2:14][CH2:13]2)=CC=1.C[Mg]Br. (4) Given the product [C:34]([O:33][C:31]([N:29]1[CH2:30][C:27]2([C:23](=[N:22][O:21][CH3:20])[CH2:24][N:25]([C:11]3[N:12]=[C:13]4[C:8]([C:7](=[O:16])[C:6]([C:17]([OH:19])=[O:18])=[CH:5][N:4]4[CH:1]4[CH2:3][CH2:2]4)=[CH:9][C:10]=3[F:15])[CH2:26]2)[CH2:28]1)=[O:32])([CH3:37])([CH3:36])[CH3:35], predict the reactants needed to synthesize it. The reactants are: [CH:1]1([N:4]2[C:13]3[C:8](=[CH:9][C:10]([F:15])=[C:11](Cl)[N:12]=3)[C:7](=[O:16])[C:6]([C:17]([OH:19])=[O:18])=[CH:5]2)[CH2:3][CH2:2]1.[CH3:20][O:21][N:22]=[C:23]1[C:27]2([CH2:30][N:29]([C:31]([O:33][C:34]([CH3:37])([CH3:36])[CH3:35])=[O:32])[CH2:28]2)[CH2:26][NH:25][CH2:24]1. (5) Given the product [CH3:1][NH:2][CH2:3][C:5]1[NH:6][C:7]2[C:12]([C:13]=1[CH:14]=[CH2:15])=[CH:11][CH:10]=[CH:9][CH:8]=2, predict the reactants needed to synthesize it. The reactants are: [CH3:1][NH:2][C:3]([C:5]1[NH:6][C:7]2[C:12]([C:13]=1[CH:14]=[CH2:15])=[CH:11][CH:10]=[CH:9][CH:8]=2)=O.[H-].[Al+3].[Li+].[H-].[H-].[H-].